Dataset: Catalyst prediction with 721,799 reactions and 888 catalyst types from USPTO. Task: Predict which catalyst facilitates the given reaction. (1) Reactant: [Br:1][C:2]1[CH:13]=[CH:12][C:5]2[O:6][CH:7]([CH2:10][OH:11])[CH2:8][O:9][C:4]=2[CH:3]=1.CN(C=O)C.[H-].[Na+].[CH2:21](Br)[C:22]1[CH:27]=[CH:26][CH:25]=[CH:24][CH:23]=1. The catalyst class is: 6. Product: [CH2:21]([O:11][CH2:10][CH:7]1[O:6][C:5]2[CH:12]=[CH:13][C:2]([Br:1])=[CH:3][C:4]=2[O:9][CH2:8]1)[C:22]1[CH:27]=[CH:26][CH:25]=[CH:24][CH:23]=1. (2) Reactant: Cl[C:2]1[C:7]([C:8]([O:10][CH2:11][CH3:12])=[O:9])=[CH:6][C:5]([F:13])=[CH:4][N:3]=1.[C:14]([C:18]1[CH:25]=[CH:24][C:21]([CH2:22][NH2:23])=[CH:20][CH:19]=1)([CH3:17])([CH3:16])[CH3:15]. Product: [CH3:17][C:14]([C:18]1[CH:19]=[CH:20][C:21]([CH2:22][NH:23][C:2]2[C:7]([C:8]([O:10][CH2:11][CH3:12])=[O:9])=[CH:6][C:5]([F:13])=[CH:4][N:3]=2)=[CH:24][CH:25]=1)([CH3:15])[CH3:16]. The catalyst class is: 162. (3) Reactant: [CH:1]1([N:4]2[C:13]3[C:8](=[C:9]([N+:18]([O-:20])=[O:19])[C:10]([F:17])=[C:11]([F:16])[C:12]=3[O:14][CH3:15])[C:7](=[O:21])[CH:6]([C:22]([O:24][CH2:25][CH3:26])=[O:23])[CH:5]2[CH3:27])[CH2:3][CH2:2]1. Product: [CH:1]1([N:4]2[C:13]3[C:8](=[C:9]([N+:18]([O-:20])=[O:19])[C:10]([F:17])=[C:11]([F:16])[C:12]=3[O:14][CH3:15])[C:7](=[O:21])[C:6]([C:22]([O:24][CH2:25][CH3:26])=[O:23])=[C:5]2[CH3:27])[CH2:2][CH2:3]1. The catalyst class is: 485. (4) Reactant: [CH2:1]([O:8][C:9]([C@@H:11]1[CH2:14][C@H:13]([C:15]([OH:17])=[O:16])[C:12]1([CH3:19])[CH3:18])=[O:10])[C:2]1[CH:7]=[CH:6][CH:5]=[CH:4][CH:3]=1.C(N(CC)CC)C.[Cl:27][C:28]1[CH:36]=[C:35]([Cl:37])[CH:34]=[C:33]([Cl:38])[C:29]=1[C:30](Cl)=[O:31]. Product: [Cl:27][C:28]1[CH:36]=[C:35]([Cl:37])[CH:34]=[C:33]([Cl:38])[C:29]=1[C:30]([O:17][C:15]([C@H:13]1[CH2:14][C@@H:11]([C:9]([O:8][CH2:1][C:2]2[CH:3]=[CH:4][CH:5]=[CH:6][CH:7]=2)=[O:10])[C:12]1([CH3:19])[CH3:18])=[O:16])=[O:31]. The catalyst class is: 1. (5) Reactant: [F:1][C:2]1([F:25])[CH2:7][CH2:6][CH:5]([CH2:8][C:9]2[C:17]3[C:12](=[N:13][CH:14]=[C:15]([C:18]4[C:19]([CH3:24])=[N:20][O:21][C:22]=4[CH3:23])[CH:16]=3)[NH:11][CH:10]=2)[CH2:4][CH2:3]1.F[C:27]1[CH:36]=[CH:35][C:30]([C:31]([O:33][CH3:34])=[O:32])=[CH:29][CH:28]=1.C1OCCOC2C(=CC=CC=2)OCCOCCOC2C(=CC=CC=2)OC1.O. Product: [F:25][C:2]1([F:1])[CH2:7][CH2:6][CH:5]([CH2:8][C:9]2[C:17]3[C:12](=[N:13][CH:14]=[C:15]([C:18]4[C:19]([CH3:24])=[N:20][O:21][C:22]=4[CH3:23])[CH:16]=3)[N:11]([C:27]3[CH:36]=[CH:35][C:30]([C:31]([O:33][CH3:34])=[O:32])=[CH:29][CH:28]=3)[CH:10]=2)[CH2:4][CH2:3]1. The catalyst class is: 16. (6) Reactant: C1(P(C2C=CC=CC=2)C2C=CC3C(=CC=CC=3)C=2C2C3C(=CC=CC=3)C=CC=2P(C2C=CC=CC=2)C2C=CC=CC=2)C=CC=CC=1.C(=O)([O-])[O-].[Cs+].[Cs+].[CH3:53][O:54][C:55]([C:57]1[S:58][C:59]([C:62](=[O:73])[NH:63][C@@H:64]([C:66]2[CH:71]=[CH:70][C:69](Br)=[CH:68][CH:67]=2)[CH3:65])=[CH:60][CH:61]=1)=[O:56].[NH:74]1[CH2:79][CH2:78][O:77][CH2:76][CH2:75]1. Product: [CH3:53][O:54][C:55]([C:57]1[S:58][C:59]([C:62](=[O:73])[NH:63][C@@H:64]([C:66]2[CH:71]=[CH:70][C:69]([N:74]3[CH2:79][CH2:78][O:77][CH2:76][CH2:75]3)=[CH:68][CH:67]=2)[CH3:65])=[CH:60][CH:61]=1)=[O:56]. The catalyst class is: 164. (7) Reactant: C([O:3][C:4]([C:6]1[N:7]([C:12]2[CH:17]=[CH:16][C:15]([CH3:18])=[CH:14][CH:13]=2)[C:8]([SH:11])=[N:9][CH:10]=1)=[O:5])C.O.[OH-].[Li+].Cl. Product: [SH:11][C:8]1[N:7]([C:12]2[CH:13]=[CH:14][C:15]([CH3:18])=[CH:16][CH:17]=2)[C:6]([C:4]([OH:5])=[O:3])=[CH:10][N:9]=1. The catalyst class is: 12. (8) Reactant: [C:1]([O:9][CH2:10][CH3:11])(=[O:8])[CH2:2][C:3]([O:5][CH2:6][CH3:7])=[O:4].[O-]CC.[Na+].CS(O[CH2:21][CH2:22][C:23]1[CH:28]=[CH:27][CH:26]=[CH:25][C:24]=1[CH3:29])(=O)=O. Product: [CH2:10]([O:9][C:1](=[O:8])[CH:2]([CH2:21][CH2:22][C:23]1[CH:28]=[CH:27][CH:26]=[CH:25][C:24]=1[CH3:29])[C:3]([O:5][CH2:6][CH3:7])=[O:4])[CH3:11]. The catalyst class is: 14. (9) Reactant: [H-].[Na+].[CH3:3][O:4][CH2:5][CH2:6][OH:7].[F:8][C:9]1[CH:10]=[C:11]([CH:24]=[CH:25][CH:26]=1)[CH2:12][NH:13][C:14]([NH:16][C:17]1[S:21][N:20]=[C:19]([CH2:22]Cl)[N:18]=1)=[O:15].ClCCl. Product: [F:8][C:9]1[CH:10]=[C:11]([CH:24]=[CH:25][CH:26]=1)[CH2:12][NH:13][C:14]([NH:16][C:17]1[S:21][N:20]=[C:19]([CH2:22][O:7][CH2:6][CH2:5][O:4][CH3:3])[N:18]=1)=[O:15]. The catalyst class is: 1. (10) Reactant: [N:1]1([CH2:7][CH2:8][C:9]([OH:11])=O)[CH2:6][CH2:5][CH2:4][CH2:3][CH2:2]1.CCN(C(C)C)C(C)C.CCN=C=NCCCN(C)C.C1C=CC2N(O)N=NC=2C=1.[CH3:42][N:43]([CH:51]1[CH2:56][CH2:55][NH:54][CH2:53][CH2:52]1)[C:44](=[O:50])[O:45][C:46]([CH3:49])([CH3:48])[CH3:47]. Product: [CH3:42][N:43]([CH:51]1[CH2:52][CH2:53][N:54]([C:9](=[O:11])[CH2:8][CH2:7][N:1]2[CH2:2][CH2:3][CH2:4][CH2:5][CH2:6]2)[CH2:55][CH2:56]1)[C:44](=[O:50])[O:45][C:46]([CH3:49])([CH3:47])[CH3:48]. The catalyst class is: 96.